From a dataset of Reaction yield outcomes from USPTO patents with 853,638 reactions. Predict the reaction yield, written as a fraction of the theoretical maximum amount of product (1.0 means a 100% yield; for example, 0.34 means a 34% yield). (1) The reactants are [I-].[CH3:2][S+](C)(C)=O.CC(C)([O-])C.[K+].[Br:13][C:14]1[CH:15]=[C:16]([C@:21]2([CH3:47])[CH:26]=[C:25]([C:27]([O:29][CH3:30])=[O:28])[S:24][C:23]([N:31]([C:40]([O:42][C:43]([CH3:46])([CH3:45])[CH3:44])=[O:41])[CH2:32][O:33][CH2:34][CH2:35][Si:36]([CH3:39])([CH3:38])[CH3:37])=[N:22]2)[C:17]([F:20])=[N:18][CH:19]=1. The yield is 0.659. No catalyst specified. The product is [Br:13][C:14]1[CH:15]=[C:16]([C@:21]2([CH3:47])[C@H:26]3[C@:25]([C:27]([O:29][CH3:30])=[O:28])([CH2:2]3)[S:24][C:23]([N:31]([C:40]([O:42][C:43]([CH3:46])([CH3:45])[CH3:44])=[O:41])[CH2:32][O:33][CH2:34][CH2:35][Si:36]([CH3:37])([CH3:38])[CH3:39])=[N:22]2)[C:17]([F:20])=[N:18][CH:19]=1. (2) The reactants are [F:1][C:2]1[C:9]([F:10])=[C:8]([F:11])C=C[C:3]=1[CH:4]=O.[CH3:12][O:13][C:14]([O:17][CH3:18])(C)[CH3:15]. The catalyst is CCOCC.CC1C=CC(S(O)(=O)=O)=CC=1. The product is [CH3:12][O:13][CH:14]([O:17][CH3:18])[C:15]1[CH:4]=[CH:3][C:2]([F:1])=[C:9]([F:10])[C:8]=1[F:11]. The yield is 0.717. (3) The reactants are Cl.C([N:9]1[CH2:14][CH2:13][CH2:12][C:11](=O)[CH2:10]1)C1C=CC=CC=1.C(N(CC)CC)C.C(OC([N:30]1[CH2:35][CH2:34][NH:33][CH2:32][CH2:31]1)=O)(C)(C)C.C(O[BH-](OC(=O)C)OC(=O)C)(=O)C.[Na+]. The catalyst is C(Cl)Cl. The product is [N:30]1([CH:11]2[CH2:12][CH2:13][CH2:14][NH:9][CH2:10]2)[CH2:35][CH2:34][NH:33][CH2:32][CH2:31]1. The yield is 0.970. (4) The reactants are [Br:1][C:2]1[CH:7]=[CH:6][C:5]([NH:8][C:9]2[C:10]([C:19]([NH:21][NH2:22])=[O:20])=[CH:11][C:12]3[NH:16][CH:15]=[N:14][C:13]=3[C:17]=2[F:18])=[C:4]([CH3:23])[CH:3]=1.[N:24]#[C:25]Br.C([O-])(O)=O.[Na+]. The catalyst is O1CCOCC1.C(Cl)Cl.O.[Cl-].[Na+].O. The product is [NH2:24][C:25]1[O:20][C:19]([C:10]2[C:9]([NH:8][C:5]3[CH:6]=[CH:7][C:2]([Br:1])=[CH:3][C:4]=3[CH3:23])=[C:17]([F:18])[C:13]3[N:14]=[CH:15][NH:16][C:12]=3[CH:11]=2)=[N:21][N:22]=1. The yield is 0.550. (5) The reactants are Cl[C:2]1[CH:7]=[CH:6][N:5]=[C:4]2[CH:8]=[CH:9][O:10][C:3]=12.[NH:11]1[CH2:16][CH2:15][NH:14][CH2:13][CH2:12]1. The catalyst is CO. The product is [N:11]1([C:2]2[CH:7]=[CH:6][N:5]=[C:4]3[CH:8]=[CH:9][O:10][C:3]=23)[CH2:16][CH2:15][NH:14][CH2:13][CH2:12]1. The yield is 0.220. (6) The reactants are [CH3:1][CH2:2][O:3][C:4]([C:6]1[N:7]([C:17]([O:19][C:20]([CH3:23])([CH3:22])[CH3:21])=[O:18])[C:8]2[C:13]([CH:14]=1)=[CH:12][C:11]([Cl:15])=[CH:10][C:9]=2[CH3:16])=[O:5].[Br:24]N1C(=O)CCC1=O.C(OOC(=O)C1C=CC=CC=1)(=O)C1C=CC=CC=1. The catalyst is C(Cl)(Cl)(Cl)Cl. The product is [CH3:1][CH2:2][O:3][C:4]([C:6]1[N:7]([C:17]([O:19][C:20]([CH3:22])([CH3:21])[CH3:23])=[O:18])[C:8]2[C:13]([CH:14]=1)=[CH:12][C:11]([Cl:15])=[CH:10][C:9]=2[CH2:16][Br:24])=[O:5]. The yield is 0.950. (7) The reactants are [O:1]([CH2:8][C:9]([NH:11][C:12]1[CH:21]=[CH:20][C:15]([C:16](OC)=[O:17])=[CH:14][CH:13]=1)=[O:10])[C:2]1[CH:7]=[CH:6][CH:5]=[CH:4][CH:3]=1.O.[NH2:23][NH2:24].O. The catalyst is CCO. The product is [NH:23]([C:16]([C:15]1[CH:20]=[CH:21][C:12]([NH:11][C:9](=[O:10])[CH2:8][O:1][C:2]2[CH:7]=[CH:6][CH:5]=[CH:4][CH:3]=2)=[CH:13][CH:14]=1)=[O:17])[NH2:24]. The yield is 0.460. (8) The reactants are [N:1]1([C:7]2[CH:8]=[C:9]([OH:13])[CH:10]=[CH:11][CH:12]=2)[CH2:6][CH2:5][NH:4][CH2:3][CH2:2]1.[C:14](O[C:14]([O:16][C:17]([CH3:20])([CH3:19])[CH3:18])=[O:15])([O:16][C:17]([CH3:20])([CH3:19])[CH3:18])=[O:15]. The catalyst is ClCCl. The product is [C:17]([O:16][C:14]([N:4]1[CH2:3][CH2:2][N:1]([C:7]2[CH:12]=[CH:11][CH:10]=[C:9]([OH:13])[CH:8]=2)[CH2:6][CH2:5]1)=[O:15])([CH3:20])([CH3:19])[CH3:18]. The yield is 0.640. (9) The catalyst is CN(C=O)C.ClCCl. The yield is 0.250. The reactants are [F:1][C:2]1[C:10]([O:11][C:12]2[C:17]3=[C:18]([CH3:26])[C:19]([O:21][CH2:22][CH:23]4[CH2:25][O:24]4)=[CH:20][N:16]3[N:15]=[CH:14][N:13]=2)=[CH:9][CH:8]=[C:7]2[C:3]=1[CH:4]=[C:5]([CH3:27])[NH:6]2.[CH3:28][N:29]([CH3:34])[S:30]([NH2:33])(=[O:32])=[O:31].[C:35](=O)([O-])[O-].[K+].[K+]. The product is [F:1][C:2]1[C:10]([O:11][C:12]2[C:17]3=[C:18]([CH3:26])[C:19]([O:21][CH2:22][CH:23]([OH:24])[CH2:25][CH2:35][NH:33][S:30]([N:29]([CH3:34])[CH3:28])(=[O:32])=[O:31])=[CH:20][N:16]3[N:15]=[CH:14][N:13]=2)=[CH:9][CH:8]=[C:7]2[C:3]=1[CH:4]=[C:5]([CH3:27])[NH:6]2. (10) The reactants are C(O)(C(F)(F)F)=O.[NH2:8][CH2:9][CH2:10][N:11]1[C:15](=[O:16])[CH:14]=[CH:13][C:12]1=[O:17].[C:18](O)(=[O:40])[CH2:19][CH2:20]/[CH:21]=[CH:22]\[CH2:23]/[CH:24]=[CH:25]\[CH2:26]/[CH:27]=[CH:28]\[CH2:29]/[CH:30]=[CH:31]\[CH2:32]/[CH:33]=[CH:34]\[CH2:35]/[CH:36]=[CH:37]\[CH2:38][CH3:39].CN(C(ON1N=NC2C=CC=NC1=2)=[N+](C)C)C.F[P-](F)(F)(F)(F)F.CCN(C(C)C)C(C)C. The catalyst is CC#N.CCOC(C)=O. The product is [O:17]=[C:12]1[CH:13]=[CH:14][C:15](=[O:16])[N:11]1[CH2:10][CH2:9][NH:8][C:18](=[O:40])[CH2:19][CH2:20]/[CH:21]=[CH:22]\[CH2:23]/[CH:24]=[CH:25]\[CH2:26]/[CH:27]=[CH:28]\[CH2:29]/[CH:30]=[CH:31]\[CH2:32]/[CH:33]=[CH:34]\[CH2:35]/[CH:36]=[CH:37]\[CH2:38][CH3:39]. The yield is 0.700.